This data is from Forward reaction prediction with 1.9M reactions from USPTO patents (1976-2016). The task is: Predict the product of the given reaction. (1) Given the reactants [C:1]([O:4][CH2:5][C@@H:6]1[CH2:10][CH2:9][CH2:8][N:7]1[C:11]([C:13]1[C:32]([NH:33][C:34]([O:36][CH2:37][CH:38]=[CH2:39])=[O:35])=[CH:31][C:16]([O:17][CH2:18][CH2:19][CH2:20][CH2:21][CH2:22][C:23]([O:25]CC(Cl)(Cl)Cl)=[O:24])=[C:15]([O:40][CH3:41])[CH:14]=1)=[O:12])(=[O:3])[CH3:2].C1COCC1.[NH4+].[Cl-], predict the reaction product. The product is: [C:1]([O:4][CH2:5][C@@H:6]1[CH2:10][CH2:9][CH2:8][N:7]1[C:11]([C:13]1[C:32]([NH:33][C:34]([O:36][CH2:37][CH:38]=[CH2:39])=[O:35])=[CH:31][C:16]([O:17][CH2:18][CH2:19][CH2:20][CH2:21][CH2:22][C:23]([OH:25])=[O:24])=[C:15]([O:40][CH3:41])[CH:14]=1)=[O:12])(=[O:3])[CH3:2]. (2) The product is: [CH3:23][CH:22]([CH3:24])[C:21]([N:16]1[CH:17]=[CH:18][C:14]([C:11]2[CH:12]=[CH:13][C:8]([O:1][C:2]3[CH:3]=[CH:4][CH:5]=[CH:6][CH:7]=3)=[CH:9][CH:10]=2)=[N:15]1)=[O:25]. Given the reactants [O:1]([C:8]1[CH:13]=[CH:12][C:11]([C:14]2[CH:18]=[CH:17][NH:16][N:15]=2)=[CH:10][CH:9]=1)[C:2]1[CH:7]=[CH:6][CH:5]=[CH:4][CH:3]=1.[H-].[Na+].[C:21](Cl)(=[O:25])[CH:22]([CH3:24])[CH3:23], predict the reaction product.